From a dataset of Full USPTO retrosynthesis dataset with 1.9M reactions from patents (1976-2016). Predict the reactants needed to synthesize the given product. (1) Given the product [N+:1]([C:4]1[C:12]2[S:11][N:10]=[CH:9][C:8]=2[C:7]([NH:13][C:22]([NH:21][CH2:20][C:19]2[CH:18]=[CH:17][C:16]([C:15]([F:14])([F:27])[F:26])=[CH:25][CH:24]=2)=[O:23])=[CH:6][CH:5]=1)([O-:3])=[O:2], predict the reactants needed to synthesize it. The reactants are: [N+:1]([C:4]1[CH:5]=[CH:6][C:7]([NH2:13])=[C:8]2[C:12]=1[S:11][N:10]=[CH:9]2)([O-:3])=[O:2].[F:14][C:15]([F:27])([F:26])[C:16]1[CH:25]=[CH:24][C:19]([CH2:20][N:21]=[C:22]=[O:23])=[CH:18][CH:17]=1. (2) Given the product [NH2:38][C:6]1[N:8]=[C:9]2[CH:14]=[CH:13][C:12]([O:15][C:16]3[CH:21]=[CH:20][C:19]([Cl:22])=[C:18]([NH:23][C:24](=[O:25])[O:26][C:27]([CH3:29])([CH3:28])[CH3:30])[CH:17]=3)=[CH:11][N:10]2[N:5]=1, predict the reactants needed to synthesize it. The reactants are: C(OC(=O)[NH:5][C:6]([NH:8][C:9]1[CH:14]=[CH:13][C:12]([O:15][C:16]2[CH:21]=[CH:20][C:19]([Cl:22])=[C:18]([NH:23][C:24]([O:26][C:27]([CH3:30])([CH3:29])[CH3:28])=[O:25])[CH:17]=2)=[CH:11][N:10]=1)=S)C.[Cl-].O[NH3+].C([N:38](CC)C(C)C)(C)C.C(O)C. (3) The reactants are: [OH:1][C:2]1[C:7]([NH:8]C(=O)C)=[C:6]([OH:12])[N:5]=[CH:4][N:3]=1.Cl. Given the product [NH2:8][C:7]1[C:2]([OH:1])=[N:3][CH:4]=[N:5][C:6]=1[OH:12], predict the reactants needed to synthesize it. (4) Given the product [CH3:34][O:35][N:36]([CH3:37])[C:8]([C:6]1[CH:5]=[CH:4][C:3]([C:11]2[CH:12]=[CH:13][C:14]([C:17]([F:20])([F:19])[F:18])=[CH:15][CH:16]=2)=[C:2]([CH3:1])[CH:7]=1)=[O:9], predict the reactants needed to synthesize it. The reactants are: [CH3:1][C:2]1[CH:7]=[C:6]([C:8](O)=[O:9])[CH:5]=[CH:4][C:3]=1[C:11]1[CH:16]=[CH:15][C:14]([C:17]([F:20])([F:19])[F:18])=[CH:13][CH:12]=1.N1(C(N2C=CN=C2)=O)C=CN=C1.Cl.[CH3:34][O:35][NH:36][CH3:37].C(N(CC)CC)C.CONC. (5) Given the product [CH:14]1([S:20][C@@H:3]2[CH:4]3[CH2:7][CH2:8][N:1]([CH2:6][CH2:5]3)[CH2:2]2)[CH2:19][CH2:18][CH2:17][CH2:16][CH2:15]1, predict the reactants needed to synthesize it. The reactants are: [N:1]12[CH2:8][CH2:7][CH:4]([CH2:5][CH2:6]1)[C@H:3](OS(C)(=O)=O)[CH2:2]2.[CH:14]1([SH:20])[CH2:19][CH2:18][CH2:17][CH2:16][CH2:15]1.